This data is from Full USPTO retrosynthesis dataset with 1.9M reactions from patents (1976-2016). The task is: Predict the reactants needed to synthesize the given product. (1) The reactants are: C[O:2][C:3]1[CH:4]=[C:5]2[C:10](=[CH:11][CH:12]=1)[CH:9]=[C:8]([O:13][C:14]1[CH:20]=[CH:19][C:17]([NH2:18])=[CH:16][CH:15]=1)[CH:7]=[CH:6]2.C[N:22]([CH:24]=O)C.Br[CH2:27][C:28]([C:30]1[CH:35]=[CH:34][C:33]([O:36][CH2:37][CH2:38][CH2:39][N:40]([CH2:43][CH3:44])[CH2:41][CH3:42])=[CH:32][CH:31]=1)=O. Given the product [CH2:4]([C:24]1[N:18]([C:17]2[CH:19]=[CH:20][C:14]([O:13][C:8]3[CH:9]=[C:10]4[C:5](=[CH:6][CH:7]=3)[CH:4]=[C:3]([OH:2])[CH:12]=[CH:11]4)=[CH:15][CH:16]=2)[CH:27]=[C:28]([C:30]2[CH:35]=[CH:34][C:33]([O:36][CH2:37][CH2:38][CH2:39][N:40]([CH2:43][CH3:44])[CH2:41][CH3:42])=[CH:32][CH:31]=2)[N:22]=1)[CH2:3][CH2:12][CH3:11], predict the reactants needed to synthesize it. (2) Given the product [O:26]1[CH2:31][CH2:30][CH2:29][CH:28]([NH:32][C:2]2[C:3]([O:8][C:9]3[CH:10]=[CH:11][C:12]([NH:15][C:16]4[S:17][C:18]5[CH:24]=[CH:23][CH:22]=[CH:21][C:19]=5[N:20]=4)=[CH:13][CH:14]=3)=[N:4][CH:5]=[CH:6][N:7]=2)[CH2:27]1, predict the reactants needed to synthesize it. The reactants are: Cl[C:2]1[C:3]([O:8][C:9]2[CH:14]=[CH:13][C:12]([NH:15][C:16]3[S:17][C:18]4[CH:24]=[CH:23][CH:22]=[CH:21][C:19]=4[N:20]=3)=[CH:11][CH:10]=2)=[N:4][CH:5]=[CH:6][N:7]=1.Cl.[O:26]1[CH2:31][CH2:30][CH2:29][CH:28]([NH2:32])[CH2:27]1.CCN(C(C)C)C(C)C. (3) Given the product [CH:20]1([NH:23][CH2:24][C@@H:25]2[C@H:29]([F:30])[CH2:28][N:27]([C:10]3[C:11]([F:13])=[C:12]4[C:7]([C:6](=[O:16])[C:5]([C:17]([OH:19])=[O:18])=[CH:4][N:3]4[CH2:1][CH3:2])=[CH:8][C:9]=3[F:15])[CH2:26]2)[CH2:22][CH2:21]1, predict the reactants needed to synthesize it. The reactants are: [CH2:1]([N:3]1[C:12]2[C:7](=[CH:8][C:9]([F:15])=[C:10](F)[C:11]=2[F:13])[C:6](=[O:16])[C:5]([C:17]([OH:19])=[O:18])=[CH:4]1)[CH3:2].[CH:20]1([NH:23][CH2:24][C@@H:25]2[C@H:29]([F:30])[CH2:28][NH:27][CH2:26]2)[CH2:22][CH2:21]1.